This data is from Catalyst prediction with 721,799 reactions and 888 catalyst types from USPTO. The task is: Predict which catalyst facilitates the given reaction. (1) Product: [I:19][C:16]1[CH:15]=[N:14][N:13]([CH2:12][C:5]2([O:4][CH2:1][CH2:2][CH2:3][OH:29])[CH2:11][CH2:10][CH2:9][CH2:8][CH2:7][CH2:6]2)[C:17]=1[CH3:18]. Reactant: [CH2:1]([O:4][C:5]1([CH2:12][N:13]2[C:17]([CH3:18])=[C:16]([I:19])[CH:15]=[N:14]2)[CH2:11][CH2:10][CH2:9][CH2:8][CH2:7][CH2:6]1)[CH:2]=[CH2:3].C12BC(CCC1)CCC2.[O:29]1CCCC1.[OH-].[Na+].OO. The catalyst class is: 7. (2) Reactant: [N:1]([C:4]1[CH:5]=[CH:6][C:7]([O:10][CH3:11])=[N:8][CH:9]=1)=[C:2]=[S:3].Cl.[CH3:13][C:14]1[CH:26]=[CH:25][CH:24]=[CH:23][C:15]=1[O:16][CH:17]1[CH2:22][CH2:21][NH:20][CH2:19][CH2:18]1.C(N(CC)C(C)C)(C)C. Product: [CH3:11][O:10][C:7]1[N:8]=[CH:9][C:4]([NH:1][C:2]([N:20]2[CH2:21][CH2:22][CH:17]([O:16][C:15]3[CH:23]=[CH:24][CH:25]=[CH:26][C:14]=3[CH3:13])[CH2:18][CH2:19]2)=[S:3])=[CH:5][CH:6]=1. The catalyst class is: 4. (3) Reactant: [CH3:1][N:2]([S:42]([CH3:45])(=[O:44])=[O:43])[C:3]1[CH:4]=[C:5]([CH:28]=[C:29]([C:31]([NH:33][C@@H:34]([C:36]2[CH:41]=[CH:40][CH:39]=[CH:38][CH:37]=2)[CH3:35])=[O:32])[CH:30]=1)[C:6]([NH:8][C@@H:9]([CH2:21][C:22]1[CH:27]=[CH:26][CH:25]=[CH:24][CH:23]=1)[C@@H:10]([O:14]C1CCCCO1)[C:11]([OH:13])=O)=[O:7].[NH2:46][C:47]1[NH:48][C:49]2[CH:55]=[CH:54][CH:53]=[CH:52][C:50]=2[N:51]=1.C1C=CC2N(O)N=NC=2C=1.O. The catalyst class is: 468. Product: [CH2:21]([C@H:9]([NH:8][C:6](=[O:7])[C:5]1[CH:4]=[C:3]([N:2]([CH3:1])[S:42]([CH3:45])(=[O:44])=[O:43])[CH:30]=[C:29]([C:31]([NH:33][C@@H:34]([C:36]2[CH:37]=[CH:38][CH:39]=[CH:40][CH:41]=2)[CH3:35])=[O:32])[CH:28]=1)[C@@H:10]([OH:14])[C:11]([NH:46][C:47]1[NH:51][C:50]2[CH:52]=[CH:53][CH:54]=[CH:55][C:49]=2[N:48]=1)=[O:13])[C:22]1[CH:27]=[CH:26][CH:25]=[CH:24][CH:23]=1. (4) Reactant: [CH3:1][N:2]([CH3:14])[CH2:3][CH:4]([C:9]1[CH:13]=[CH:12][S:11][CH:10]=1)[C:5]([O:7]C)=[O:6].[Li+].[OH-].O.[CH3:18][C:19](O)=[O:20]. Product: [NH3:2].[CH3:5][OH:6].[CH3:18][CH2:19][OH:20].[CH3:14][N:2]([CH3:1])[CH2:3][CH:4]([C:9]1[CH:13]=[CH:12][S:11][CH:10]=1)[C:5]([OH:7])=[O:6]. The catalyst class is: 278. (5) Reactant: [Br:1][C:2]1[C:7]([O:8][CH3:9])=[CH:6][CH:5]=[C:4]([N+:10]([O-])=O)[C:3]=1[NH:13][C:14]1[CH:19]=[CH:18][CH:17]=[CH:16][CH:15]=1. Product: [Br:1][C:2]1[C:7]([O:8][CH3:9])=[CH:6][CH:5]=[C:4]([NH2:10])[C:3]=1[NH:13][C:14]1[CH:15]=[CH:16][CH:17]=[CH:18][CH:19]=1. The catalyst class is: 99.